Dataset: Full USPTO retrosynthesis dataset with 1.9M reactions from patents (1976-2016). Task: Predict the reactants needed to synthesize the given product. (1) Given the product [C:1]([NH:4][C:5]1[S:6][C:7]([C:18]2[CH:19]=[CH:20][C:15]([C:13]#[N:14])=[CH:16][CH:17]=2)=[CH:8][C:9]=1[C:10]#[N:11])(=[O:3])[CH3:2], predict the reactants needed to synthesize it. The reactants are: [C:1]([NH:4][C:5]1[S:6][C:7](Br)=[CH:8][C:9]=1[C:10]#[N:11])(=[O:3])[CH3:2].[C:13]([C:15]1[CH:20]=[CH:19][C:18](B(O)O)=[CH:17][CH:16]=1)#[N:14].C(=O)([O-])[O-].[K+].[K+].C(COC)OC. (2) Given the product [C:33]([C:8]1[N:6]2[CH:7]=[C:2]([C:17]3[CH:18]=[CH:19][C:14]([C:13]([F:24])([F:23])[F:12])=[CH:15][CH:16]=3)[CH:3]=[C:4]([CH3:11])[C:5]2=[N:10][CH:9]=1)#[CH:34], predict the reactants needed to synthesize it. The reactants are: Br[C:2]1[CH:3]=[C:4]([CH3:11])[C:5]2[N:6]([CH:8]=[CH:9][N:10]=2)[CH:7]=1.[F:12][C:13]([F:24])([F:23])[C:14]1[CH:19]=[CH:18][C:17](B(O)O)=[CH:16][CH:15]=1.C([O-])([O-])=O.[Na+].[Na+].CO[CH2:33][CH2:34]OC.